Dataset: Reaction yield outcomes from USPTO patents with 853,638 reactions. Task: Predict the reaction yield, written as a fraction of the theoretical maximum amount of product (1.0 means a 100% yield; for example, 0.34 means a 34% yield). The reactants are [C:1]([O:5][C:6]([N:8]1[CH2:13][CH2:12][CH:11]([C:14]([C:17]2[S:18][CH:19]=[CH:20][C:21]=2Br)=[N:15][OH:16])[CH2:10][CH2:9]1)=[O:7])([CH3:4])([CH3:3])[CH3:2].[OH-].[K+]. The catalyst is COCCO.O.[Cu]. The product is [C:1]([O:5][C:6]([N:8]1[CH2:13][CH2:12][CH:11]([C:14]2[C:17]3[S:18][CH:19]=[CH:20][C:21]=3[O:16][N:15]=2)[CH2:10][CH2:9]1)=[O:7])([CH3:4])([CH3:3])[CH3:2]. The yield is 0.500.